From a dataset of NCI-60 drug combinations with 297,098 pairs across 59 cell lines. Regression. Given two drug SMILES strings and cell line genomic features, predict the synergy score measuring deviation from expected non-interaction effect. (1) Drug 1: C1=CC(=CC=C1C#N)C(C2=CC=C(C=C2)C#N)N3C=NC=N3. Drug 2: CN(C(=O)NC(C=O)C(C(C(CO)O)O)O)N=O. Cell line: UO-31. Synergy scores: CSS=0.565, Synergy_ZIP=1.33, Synergy_Bliss=1.10, Synergy_Loewe=1.28, Synergy_HSA=-1.37. (2) Drug 1: CC1=C(C=C(C=C1)NC2=NC=CC(=N2)N(C)C3=CC4=NN(C(=C4C=C3)C)C)S(=O)(=O)N.Cl. Drug 2: CN(C)N=NC1=C(NC=N1)C(=O)N. Cell line: A498. Synergy scores: CSS=-0.508, Synergy_ZIP=0.924, Synergy_Bliss=0.679, Synergy_Loewe=-3.12, Synergy_HSA=-2.76. (3) Drug 1: C1=CC(=CC=C1C#N)C(C2=CC=C(C=C2)C#N)N3C=NC=N3. Drug 2: C1=CN(C(=O)N=C1N)C2C(C(C(O2)CO)O)O.Cl. Cell line: LOX IMVI. Synergy scores: CSS=36.1, Synergy_ZIP=5.76, Synergy_Bliss=-2.44, Synergy_Loewe=-15.4, Synergy_HSA=-2.22. (4) Drug 1: C1=CC(=CC=C1CC(C(=O)O)N)N(CCCl)CCCl.Cl. Drug 2: CC1=C(C(CCC1)(C)C)C=CC(=CC=CC(=CC(=O)O)C)C. Cell line: UO-31. Synergy scores: CSS=10.8, Synergy_ZIP=-2.74, Synergy_Bliss=2.37, Synergy_Loewe=3.26, Synergy_HSA=2.73. (5) Drug 1: C1=NC2=C(N1)C(=S)N=C(N2)N. Drug 2: CC12CCC3C(C1CCC2O)C(CC4=C3C=CC(=C4)O)CCCCCCCCCS(=O)CCCC(C(F)(F)F)(F)F. Cell line: SNB-75. Synergy scores: CSS=6.58, Synergy_ZIP=-4.95, Synergy_Bliss=-3.90, Synergy_Loewe=-5.15, Synergy_HSA=-3.88.